From a dataset of Forward reaction prediction with 1.9M reactions from USPTO patents (1976-2016). Predict the product of the given reaction. (1) Given the reactants [CH3:1][N:2]1[C:6]([C:7]2[CH:12]=[CH:11][CH:10]=[CH:9][C:8]=2[C:13]([F:16])([F:15])[F:14])=[C:5]([CH3:17])[C:4]([C:18](O)=[O:19])=[N:3]1.C(Cl)(=O)C(Cl)=O.[CH3:27][S:28]([C:31]1[CH:37]=[CH:36][C:34]([NH2:35])=[CH:33][CH:32]=1)(=[O:30])=[O:29].C(N(C(C)C)CC)(C)C, predict the reaction product. The product is: [CH3:27][S:28]([C:31]1[CH:37]=[CH:36][C:34]([NH:35][C:18]([C:4]2[C:5]([CH3:17])=[C:6]([C:7]3[CH:12]=[CH:11][CH:10]=[CH:9][C:8]=3[C:13]([F:16])([F:15])[F:14])[N:2]([CH3:1])[N:3]=2)=[O:19])=[CH:33][CH:32]=1)(=[O:29])=[O:30]. (2) Given the reactants F[C:2]1[CH:7]=[CH:6][C:5]([N+:8]([O-:10])=[O:9])=[CH:4][CH:3]=1.C(N(CC)C(C)C)(C)C.[CH:20]([N:23]1[CH2:28][CH2:27][NH:26][CH2:25][CH2:24]1)([CH3:22])[CH3:21], predict the reaction product. The product is: [CH:20]([N:23]1[CH2:28][CH2:27][N:26]([C:2]2[CH:7]=[CH:6][C:5]([N+:8]([O-:10])=[O:9])=[CH:4][CH:3]=2)[CH2:25][CH2:24]1)([CH3:22])[CH3:21]. (3) Given the reactants [Cl:1][C:2]1[N:7]=[C:6](Cl)[C:5]([Cl:9])=[CH:4][N:3]=1.[OH-:10].[Na+], predict the reaction product. The product is: [Cl:1][C:2]1[N:7]=[C:6]([OH:10])[C:5]([Cl:9])=[CH:4][N:3]=1. (4) Given the reactants [NH2:1][C:2]1[CH:7]=[C:6]([N+:8]([O-:10])=[O:9])[CH:5]=[CH:4][C:3]=1[OH:11].O(CC)[C:13]([S-])=[S:14].[K+], predict the reaction product. The product is: [SH:14][C:13]1[O:11][C:3]2[CH:4]=[CH:5][C:6]([N+:8]([O-:10])=[O:9])=[CH:7][C:2]=2[N:1]=1.